From a dataset of Forward reaction prediction with 1.9M reactions from USPTO patents (1976-2016). Predict the product of the given reaction. Given the reactants [CH3:1][C:2]1[C:7]([CH:8]=[O:9])=[CH:6][CH:5]=[C:4]([NH:10][CH2:11][C:12]2[CH:17]=[CH:16][C:15]([C:18]([F:21])([F:20])[F:19])=[CH:14][CH:13]=2)[N:3]=1.C(N(CC)CC)C.[C:29]([O:33][C:34](O[C:34]([O:33][C:29]([CH3:32])([CH3:31])[CH3:30])=[O:35])=[O:35])([CH3:32])([CH3:31])[CH3:30], predict the reaction product. The product is: [C:29]([O:33][C:34](=[O:35])[N:10]([C:4]1[CH:5]=[CH:6][C:7]([CH:8]=[O:9])=[C:2]([CH3:1])[N:3]=1)[CH2:11][C:12]1[CH:17]=[CH:16][C:15]([C:18]([F:19])([F:21])[F:20])=[CH:14][CH:13]=1)([CH3:32])([CH3:31])[CH3:30].